Dataset: Full USPTO retrosynthesis dataset with 1.9M reactions from patents (1976-2016). Task: Predict the reactants needed to synthesize the given product. (1) Given the product [Cl:7][C:8]1[CH:9]=[CH:10][C:11]([N+:16]([O-:18])=[O:17])=[C:12]([CH:15]=1)[CH2:13][N:1]1[CH2:6][CH2:5][O:4][CH2:3][CH2:2]1, predict the reactants needed to synthesize it. The reactants are: [NH:1]1[CH2:6][CH2:5][O:4][CH2:3][CH2:2]1.[Cl:7][C:8]1[CH:9]=[CH:10][C:11]([N+:16]([O-:18])=[O:17])=[C:12]([CH:15]=1)[CH:13]=O.C(O[BH-](OC(=O)C)OC(=O)C)(=O)C.[Na+].CC(O)=O.C([O-])([O-])=O.[Na+].[Na+]. (2) Given the product [Br:1][C:2]1[CH:12]=[CH:11][C:5]([O:6][CH2:7][C:8]([NH:17][CH3:16])=[O:9])=[CH:4][CH:3]=1, predict the reactants needed to synthesize it. The reactants are: [Br:1][C:2]1[CH:12]=[CH:11][C:5]([O:6][CH2:7][C:8](O)=[O:9])=[CH:4][CH:3]=1.Cl.CN.[CH3:16][N:17](C)CCCN=C=NCC.ON1C2C=CC=CC=2N=N1.CN1CCOCC1.